Dataset: Catalyst prediction with 721,799 reactions and 888 catalyst types from USPTO. Task: Predict which catalyst facilitates the given reaction. (1) Reactant: [C:1]([NH:6][C:7]1[C:12]([C:13]([O:15]CC)=[O:14])=[CH:11][N:10]=[C:9]([C:18]([F:21])([F:20])[F:19])[N:8]=1)([CH2:4][CH3:5])([CH3:3])[CH3:2].[OH-].[Na+]. Product: [C:1]([NH:6][C:7]1[C:12]([C:13]([OH:15])=[O:14])=[CH:11][N:10]=[C:9]([C:18]([F:20])([F:21])[F:19])[N:8]=1)([CH2:4][CH3:5])([CH3:2])[CH3:3]. The catalyst class is: 7. (2) Reactant: [CH3:1][O:2][C:3]([C:5]1[S:6][C:7]([CH2:12]Cl)=[C:8]([CH2:10]Cl)[CH:9]=1)=[O:4].[CH3:14][NH2:15]. Product: [CH3:1][O:2][C:3]([C:5]1[S:6][C:7]2[CH2:12][N:15]([CH3:14])[CH2:10][C:8]=2[CH:9]=1)=[O:4]. The catalyst class is: 10. (3) Reactant: [CH3:1][O:2][CH:3]1[CH2:8][CH2:7][CH:6]([C:9](OCC)=[O:10])[CH2:5][CH2:4]1.CC(C[AlH]CC(C)C)C. Product: [CH3:1][O:2][CH:3]1[CH2:8][CH2:7][CH:6]([CH:9]=[O:10])[CH2:5][CH2:4]1. The catalyst class is: 4.